This data is from Full USPTO retrosynthesis dataset with 1.9M reactions from patents (1976-2016). The task is: Predict the reactants needed to synthesize the given product. (1) Given the product [ClH:1].[C:10]1([C:24]2[CH:25]=[CH:26][CH:27]=[CH:28][CH:29]=2)[CH:15]=[CH:14][C:13]([CH:16]([CH2:22][C:21]2[NH:9][C:4]3[CH:3]=[C:2]([Cl:1])[CH:7]=[CH:6][C:5]=3[N:8]=2)[CH2:17][C:18]([OH:20])=[O:19])=[CH:12][CH:11]=1, predict the reactants needed to synthesize it. The reactants are: [Cl:1][C:2]1[CH:7]=[CH:6][C:5]([NH2:8])=[C:4]([NH2:9])[CH:3]=1.[C:10]1([C:24]2[CH:29]=[CH:28][CH:27]=[CH:26][CH:25]=2)[CH:15]=[CH:14][C:13]([CH:16]2[CH2:22][C:21](=O)[O:20][C:18](=[O:19])[CH2:17]2)=[CH:12][CH:11]=1.Cl. (2) The reactants are: [CH3:1][C:2]1[C:6]([I:7])=[C:5]([CH3:8])[NH:4][N:3]=1.[F:9][C:10]1[CH:17]=[C:16](F)[CH:15]=[CH:14][C:11]=1[C:12]#[N:13]. Given the product [F:9][C:10]1[CH:17]=[C:16]([N:3]2[C:2]([CH3:1])=[C:6]([I:7])[C:5]([CH3:8])=[N:4]2)[CH:15]=[CH:14][C:11]=1[C:12]#[N:13], predict the reactants needed to synthesize it. (3) Given the product [CH2:18]([N:25]([CH3:26])[C:8]([C@@:7]1([C:1]2[CH:6]=[CH:5][CH:4]=[CH:3][CH:2]=2)[CH2:12][C@H:11]1[CH2:10][OH:9])=[O:13])[C:19]1[CH:24]=[CH:23][CH:22]=[CH:21][CH:20]=1, predict the reactants needed to synthesize it. The reactants are: [C:1]1([C@:7]23[CH2:12][C@H:11]2[CH2:10][O:9][C:8]3=[O:13])[CH:6]=[CH:5][CH:4]=[CH:3][CH:2]=1.[Al+3].[Cl-].[Cl-].[Cl-].[CH2:18]([NH:25][CH3:26])[C:19]1[CH:24]=[CH:23][CH:22]=[CH:21][CH:20]=1. (4) Given the product [OH:2][C:1]1[C:9]2[C:12](=[O:13])[CH2:11][O:8][C:7]=2[CH:6]=[C:4]([OH:5])[CH:3]=1, predict the reactants needed to synthesize it. The reactants are: [C:1]1([CH:9]=[C:7]([OH:8])[CH:6]=[C:4]([OH:5])[CH:3]=1)[OH:2].Cl.[CH3:11][CH2:12][O:13]CC.